This data is from NCI-60 drug combinations with 297,098 pairs across 59 cell lines. The task is: Regression. Given two drug SMILES strings and cell line genomic features, predict the synergy score measuring deviation from expected non-interaction effect. (1) Drug 1: CC1C(C(CC(O1)OC2CC(CC3=C2C(=C4C(=C3O)C(=O)C5=C(C4=O)C(=CC=C5)OC)O)(C(=O)CO)O)N)O.Cl. Drug 2: C1C(C(OC1N2C=NC3=C2NC=NCC3O)CO)O. Cell line: SK-MEL-2. Synergy scores: CSS=3.07, Synergy_ZIP=-2.27, Synergy_Bliss=-9.32, Synergy_Loewe=-14.4, Synergy_HSA=-11.7. (2) Drug 1: C1CCC(C1)C(CC#N)N2C=C(C=N2)C3=C4C=CNC4=NC=N3. Drug 2: CCN(CC)CCCC(C)NC1=C2C=C(C=CC2=NC3=C1C=CC(=C3)Cl)OC. Cell line: SW-620. Synergy scores: CSS=40.2, Synergy_ZIP=4.70, Synergy_Bliss=3.74, Synergy_Loewe=-7.66, Synergy_HSA=1.91. (3) Drug 1: CC1C(C(=O)NC(C(=O)N2CCCC2C(=O)N(CC(=O)N(C(C(=O)O1)C(C)C)C)C)C(C)C)NC(=O)C3=C4C(=C(C=C3)C)OC5=C(C(=O)C(=C(C5=N4)C(=O)NC6C(OC(=O)C(N(C(=O)CN(C(=O)C7CCCN7C(=O)C(NC6=O)C(C)C)C)C)C(C)C)C)N)C. Drug 2: C1=NNC2=C1C(=O)NC=N2. Cell line: HL-60(TB). Synergy scores: CSS=51.8, Synergy_ZIP=-0.626, Synergy_Bliss=-0.283, Synergy_Loewe=-58.4, Synergy_HSA=-0.121. (4) Drug 1: CCCS(=O)(=O)NC1=C(C(=C(C=C1)F)C(=O)C2=CNC3=C2C=C(C=N3)C4=CC=C(C=C4)Cl)F. Drug 2: CCCS(=O)(=O)NC1=C(C(=C(C=C1)F)C(=O)C2=CNC3=C2C=C(C=N3)C4=CC=C(C=C4)Cl)F. Cell line: K-562. Synergy scores: CSS=-4.38, Synergy_ZIP=2.03, Synergy_Bliss=-9.65, Synergy_Loewe=-30.3, Synergy_HSA=-13.8. (5) Drug 1: CC12CCC(CC1=CCC3C2CCC4(C3CC=C4C5=CN=CC=C5)C)O. Drug 2: CC1CCC2CC(C(=CC=CC=CC(CC(C(=O)C(C(C(=CC(C(=O)CC(OC(=O)C3CCCCN3C(=O)C(=O)C1(O2)O)C(C)CC4CCC(C(C4)OC)O)C)C)O)OC)C)C)C)OC. Cell line: MDA-MB-435. Synergy scores: CSS=24.5, Synergy_ZIP=3.19, Synergy_Bliss=10.1, Synergy_Loewe=8.96, Synergy_HSA=10.3. (6) Cell line: SK-MEL-2. Synergy scores: CSS=24.7, Synergy_ZIP=-0.313, Synergy_Bliss=2.08, Synergy_Loewe=0.424, Synergy_HSA=0.805. Drug 2: C1C(C(OC1N2C=NC3=C(N=C(N=C32)Cl)N)CO)O. Drug 1: CC(CN1CC(=O)NC(=O)C1)N2CC(=O)NC(=O)C2.